This data is from Peptide-MHC class I binding affinity with 185,985 pairs from IEDB/IMGT. The task is: Regression. Given a peptide amino acid sequence and an MHC pseudo amino acid sequence, predict their binding affinity value. This is MHC class I binding data. The peptide sequence is QTIVFIWFI. The MHC is Mamu-A02 with pseudo-sequence Mamu-A02. The binding affinity (normalized) is 0.660.